This data is from Full USPTO retrosynthesis dataset with 1.9M reactions from patents (1976-2016). The task is: Predict the reactants needed to synthesize the given product. (1) Given the product [O:11]1[CH2:15][CH2:14][CH:13]([O:10][C:7]2[CH:8]=[C:9]3[C:4]([CH:3]=[CH:2][NH:1]3)=[CH:5][CH:6]=2)[CH2:12]1, predict the reactants needed to synthesize it. The reactants are: [NH:1]1[C:9]2[C:4](=[CH:5][CH:6]=[C:7]([OH:10])[CH:8]=2)[CH:3]=[CH:2]1.[O:11]1[CH2:15][CH2:14][CH:13](O)[CH2:12]1.C1(P(C2C=CC=CC=2)C2C=CC=CC=2)C=CC=CC=1.N(C(OC(C)C)=O)=NC(OC(C)C)=O.N1C2C(=CC=CC=2)C=C1. (2) Given the product [NH2:32][C:24]([C:22]1[O:23][C:19]2[CH:18]=[CH:17][C:16]([C:13]3[N:12]=[C:11]([C:8]4[CH:9]=[CH:10][C:5]([O:4][CH2:1][CH2:2][CH3:3])=[C:6]([O:41][CH3:42])[CH:7]=4)[O:15][N:14]=3)=[CH:40][C:20]=2[CH:21]=1)([CH2:25][OH:26])[CH2:29][OH:28], predict the reactants needed to synthesize it. The reactants are: [CH2:1]([O:4][C:5]1[CH:10]=[CH:9][C:8]([C:11]2[O:15][N:14]=[C:13]([C:16]3[CH:17]=[CH:18][C:19]4[O:23][C:22]([C:24]5([NH:32]C(=O)OC(C)(C)C)[CH2:29][O:28]C(C)(C)[O:26][CH2:25]5)=[CH:21][C:20]=4[CH:40]=3)[N:12]=2)=[CH:7][C:6]=1[O:41][CH3:42])[CH2:2][CH3:3].ClC1C=C(C2ON=C(C3C=CC4OC(C5(NC(=O)OC(C)(C)C)COC(C)(C)OC5)=CC=4C=3)N=2)C=CC=1OCCC. (3) Given the product [F:47][C:30]([F:29])([F:46])[C:31]([CH2:13][C:14]1[O:15][C:16]2[CH:22]=[CH:21][C:20]([C:23]3[CH:24]=[CH:25][CH:26]=[CH:27][CH:28]=3)=[CH:19][C:17]=2[N:18]=1)([OH:45])[CH2:32][C:33]([C:36]1[CH:41]=[C:40]([F:42])[CH:39]=[CH:38][C:37]=1[O:43][CH3:44])([CH3:35])[CH3:34], predict the reactants needed to synthesize it. The reactants are: C([Li])CCC.C(NC(C)C)(C)C.[CH3:13][C:14]1[O:15][C:16]2[CH:22]=[CH:21][C:20]([C:23]3[CH:28]=[CH:27][CH:26]=[CH:25][CH:24]=3)=[CH:19][C:17]=2[N:18]=1.[F:29][C:30]([F:47])([F:46])[C:31](=[O:45])[CH2:32][C:33]([C:36]1[CH:41]=[C:40]([F:42])[CH:39]=[CH:38][C:37]=1[O:43][CH3:44])([CH3:35])[CH3:34]. (4) Given the product [CH3:34][O:33][C:30]1[CH:29]=[CH:28][C:27]([CH2:26][O:25][C:23]2[CH:24]=[CH:19][N:20]=[C:21]([O:1][C@H:2]3[CH2:7][N:6]([C:8]([O:10][C:11]([CH3:14])([CH3:13])[CH3:12])=[O:9])[C@H:5]([CH3:15])[CH2:4][CH2:3]3)[CH:22]=2)=[CH:32][CH:31]=1, predict the reactants needed to synthesize it. The reactants are: [OH:1][C@H:2]1[CH2:7][N:6]([C:8]([O:10][C:11]([CH3:14])([CH3:13])[CH3:12])=[O:9])[C@H:5]([CH3:15])[CH2:4][CH2:3]1.[H-].[Na+].F[C:19]1[CH:24]=[C:23]([O:25][CH2:26][C:27]2[CH:32]=[CH:31][C:30]([O:33][CH3:34])=[CH:29][CH:28]=2)[CH:22]=[CH:21][N:20]=1. (5) Given the product [CH:1]([O:4][C:5]1[CH:10]=[CH:9][CH:8]=[CH:7][C:6]=1[C:11]1([CH3:27])[N:15]([CH3:28])[C:14](=[O:16])[N:13]([CH2:17][C:18](=[O:25])[C:19]2[CH:24]=[CH:23][CH:22]=[CH:21][CH:20]=2)[C:12]1=[O:26])([CH3:3])[CH3:2], predict the reactants needed to synthesize it. The reactants are: [CH:1]([O:4][C:5]1[CH:10]=[CH:9][CH:8]=[CH:7][C:6]=1[C:11]1([CH3:27])[NH:15][C:14](=[O:16])[N:13]([CH2:17][C:18](=[O:25])[C:19]2[CH:24]=[CH:23][CH:22]=[CH:21][CH:20]=2)[C:12]1=[O:26])([CH3:3])[CH3:2].[CH3:28]I.